Dataset: Forward reaction prediction with 1.9M reactions from USPTO patents (1976-2016). Task: Predict the product of the given reaction. (1) Given the reactants C(OC(=O)[NH:7][CH2:8][C:9]1[CH:14]=[C:13]([CH:15]=[CH2:16])[C:12]([NH:17][S:18]([CH3:21])(=[O:20])=[O:19])=[C:11]([C:22]([F:25])([F:24])[F:23])[CH:10]=1)(C)(C)C, predict the reaction product. The product is: [NH2:7][CH2:8][C:9]1[CH:14]=[C:13]([CH:15]=[CH2:16])[C:12]([NH:17][S:18]([CH3:21])(=[O:20])=[O:19])=[C:11]([C:22]([F:25])([F:23])[F:24])[CH:10]=1. (2) The product is: [CH3:20][C:14]1([CH3:21])[CH2:13][C:12]2[S:11][C:10]3[C:9](=[O:22])[N:8]([C:4]4[C:3]([CH:23]=[O:24])=[C:2]([C:30]5[CH:29]=[C:28]([NH:41][C:42]6[CH:46]=[C:45]([CH3:47])[O:44][N:43]=6)[C:27](=[O:48])[N:26]([CH3:25])[CH:31]=5)[CH:7]=[CH:6][N:5]=4)[N:19]=[CH:18][C:17]=3[C:16]=2[CH2:15]1. Given the reactants Cl[C:2]1[CH:7]=[CH:6][N:5]=[C:4]([N:8]2[N:19]=[CH:18][C:17]3[C:16]4[CH2:15][C:14]([CH3:21])([CH3:20])[CH2:13][C:12]=4[S:11][C:10]=3[C:9]2=[O:22])[C:3]=1[CH:23]=[O:24].[CH3:25][N:26]1[CH:31]=[C:30](B2OC(C)(C)C(C)(C)O2)[CH:29]=[C:28]([NH:41][C:42]2[CH:46]=[C:45]([CH3:47])[O:44][N:43]=2)[C:27]1=[O:48].[O-]P([O-])([O-])=O.[K+].[K+].[K+].C([O-])(=O)C.[Na+], predict the reaction product. (3) Given the reactants [CH3:1][C:2]1[CH:11]=[N:10][C:9]2[C:4](=[CH:5][C:6]([CH3:13])=[C:7]([CH3:12])[CH:8]=2)[N:3]=1, predict the reaction product. The product is: [CH3:1][C@H:2]1[CH2:11][NH:10][C:9]2[C:4](=[CH:5][C:6]([CH3:13])=[C:7]([CH3:12])[CH:8]=2)[NH:3]1. (4) Given the reactants [NH2:1][C:2]1[CH:7]=[C:6]([C:8]2[CH:13]=[CH:12][CH:11]=[CH:10][CH:9]=2)[CH:5]=[CH:4][C:3]=1[OH:14].Cl[C:16]1[C:24]([N+:25]([O-:27])=[O:26])=[CH:23][C:22]([N+:28]([O-:30])=[O:29])=[CH:21][C:17]=1[C:18]([OH:20])=[O:19].CC([O-])=O.[Na+].[OH-].[Na+], predict the reaction product. The product is: [OH:14][C:3]1[CH:4]=[CH:5][C:6]([C:8]2[CH:13]=[CH:12][CH:11]=[CH:10][CH:9]=2)=[CH:7][C:2]=1[NH:1][C:21]1[C:22]([N+:28]([O-:30])=[O:29])=[CH:23][C:24]([N+:25]([O-:27])=[O:26])=[CH:16][C:17]=1[C:18]([OH:20])=[O:19]. (5) Given the reactants [Cl-].[S:2]([O-])(=[O:5])(=[O:4])[CH3:3].[NH2:7][C@@H:8]1[CH2:12][CH2:11][N:10]([CH2:13][C:14]2[CH:35]=[CH:34][C:17]([C:18]([NH:20][CH2:21][C:22]3[CH:27]=[C:26]([Cl:28])[CH:25]=[CH:24][C:23]=3[S:29]([CH2:32][CH3:33])(=[O:31])=[O:30])=[O:19])=[CH:16][C:15]=2[C:36]([F:39])([F:38])[F:37])[CH2:9]1, predict the reaction product. The product is: [Cl:28][C:26]1[CH:25]=[CH:24][C:23]([S:29]([CH2:32][CH3:33])(=[O:31])=[O:30])=[C:22]([CH:27]=1)[CH2:21][NH:20][C:18](=[O:19])[C:17]1[CH:34]=[CH:35][C:14]([CH2:13][N:10]2[CH2:11][CH2:12][C@@H:8]([NH:7][S:2]([CH3:3])(=[O:5])=[O:4])[CH2:9]2)=[C:15]([C:36]([F:38])([F:39])[F:37])[CH:16]=1. (6) Given the reactants [Cl:1][C:2]1[CH:3]=[CH:4][C:5]([N:23]2[CH:27]=[N:26][N:25]=[N:24]2)=[C:6]([CH:22]=1)[CH2:7][NH:8][C:9]([C@@H:11]([NH:14]C(=O)OC(C)(C)C)[CH2:12][CH3:13])=[O:10].Cl.CO.Cl.O1CCOCC1, predict the reaction product. The product is: [NH2:14][C@@H:11]([CH2:12][CH3:13])[C:9]([NH:8][CH2:7][C:6]1[CH:22]=[C:2]([Cl:1])[CH:3]=[CH:4][C:5]=1[N:23]1[CH:27]=[N:26][N:25]=[N:24]1)=[O:10]. (7) Given the reactants Br[C:2]1[CH:7]=[CH:6][C:5]([C@@H:8]2[CH2:27][CH2:26][CH2:25][C@:9]32[N:13]([CH3:14])[C:12](=[O:15])[N:11]([C:16]2[CH:21]=[C:20]([Cl:22])[CH:19]=[C:18]([Cl:23])[CH:17]=2)[C:10]3=[O:24])=[CH:4][CH:3]=1.[F:28][C:29]1[CH:34]=[CH:33][C:32](B(O)O)=[CH:31][CH:30]=1, predict the reaction product. The product is: [Cl:23][C:18]1[CH:17]=[C:16]([N:11]2[C:10](=[O:24])[C:9]3([CH2:25][CH2:26][CH2:27][CH:8]3[C:5]3[CH:6]=[CH:7][C:2]([C:32]4[CH:33]=[CH:34][C:29]([F:28])=[CH:30][CH:31]=4)=[CH:3][CH:4]=3)[N:13]([CH3:14])[C:12]2=[O:15])[CH:21]=[C:20]([Cl:22])[CH:19]=1. (8) The product is: [CH2:1]([N:3]([CH2:19][CH3:20])[CH2:4][CH2:5][N:6]1[CH2:11][CH2:10][C:9]2[NH:12][C:13]([CH:16]=[C:29]3[C:28]4[C:32](=[CH:33][CH:34]=[CH:35][C:27]=4[CH3:24])[NH:31][C:30]3=[O:36])=[C:14]([CH3:15])[C:8]=2[C:7]1=[O:18])[CH3:2].[CH3:15][C:14]1[C:8]2[C:7](=[O:18])[NH:6][CH2:11][CH2:10][C:9]=2[NH:12][C:13]=1[CH:16]=[C:29]1[C:28]2[C:32](=[CH:33][CH:34]=[CH:35][C:27]=2[CH3:24])[NH:31][C:30]1=[O:36]. Given the reactants [CH2:1]([N:3]([CH2:19][CH3:20])[CH2:4][CH2:5][N:6]1[CH2:11][CH2:10][C:9]2[NH:12][C:13]([CH:16]=O)=[C:14]([CH3:15])[C:8]=2[C:7]1=[O:18])[CH3:2].N1C=C[C:24]([C:27]2[CH:35]=[CH:34][CH:33]=[C:32]3[C:28]=2[CH2:29][C:30](=[O:36])[NH:31]3)=CC=1, predict the reaction product. (9) Given the reactants [NH:1]1[CH2:6][CH2:5][CH2:4][C@H:3]([NH:7][C:8]([C:10]2[S:14][C:13]([C:15]3[CH:20]=[CH:19][C:18]([Cl:21])=[CH:17][CH:16]=3)=[N:12][C:11]=2[CH3:22])=[O:9])[CH2:2]1.[CH3:23][O:24][C:25]([C:27]1[CH:28]=[C:29](OB(O)O)[CH:30]=[CH:31][CH:32]=1)=[O:26], predict the reaction product. The product is: [Cl:21][C:18]1[CH:17]=[CH:16][C:15]([C:13]2[S:14][C:10]([C:8]([NH:7][C@H:3]3[CH2:4][CH2:5][CH2:6][N:1]([C:31]4[CH:32]=[C:27]([CH:28]=[CH:29][CH:30]=4)[C:25]([O:24][CH3:23])=[O:26])[CH2:2]3)=[O:9])=[C:11]([CH3:22])[N:12]=2)=[CH:20][CH:19]=1.